Task: Regression. Given a peptide amino acid sequence and an MHC pseudo amino acid sequence, predict their binding affinity value. This is MHC class II binding data.. Dataset: Peptide-MHC class II binding affinity with 134,281 pairs from IEDB The peptide sequence is GELQIVDKIDMAFKI. The MHC is DRB3_0202 with pseudo-sequence DRB3_0202. The binding affinity (normalized) is 0.282.